This data is from Retrosynthesis with 50K atom-mapped reactions and 10 reaction types from USPTO. The task is: Predict the reactants needed to synthesize the given product. (1) Given the product COCCCC[C@@](O)(c1ccccc1Oc1cccc(F)c1)[C@@H]1CCCNC1, predict the reactants needed to synthesize it. The reactants are: COCCCC[C@@](O)(c1ccccc1Oc1cccc(F)c1)[C@@H]1CCCN(C(=O)OC(C)(C)C)C1. (2) Given the product CCS(=O)(=O)c1ccc(Cl)cc1Cn1c(=O)[nH]c2c(Cl)c(CN3CC[C@H](NC(=O)OC(C)(C)C)C3)c(C(F)(F)F)cc2c1=O, predict the reactants needed to synthesize it. The reactants are: CC(C)(C)OC(=O)N[C@H]1CCNC1.CCS(=O)(=O)c1ccc(Cl)cc1Cn1c(=O)[nH]c2c(Cl)c(C=O)c(C(F)(F)F)cc2c1=O. (3) Given the product CCN(CC)Cc1ccccc1Oc1ccc(-c2cn(C3CCOC3)c3ncnc(Cl)c23)cc1, predict the reactants needed to synthesize it. The reactants are: CCNCC.O=Cc1ccccc1Oc1ccc(-c2cn(C3CCOC3)c3ncnc(Cl)c23)cc1. (4) Given the product CC1(C)OC(=O)N(Cc2ccccc2[N+](=O)[O-])C1O, predict the reactants needed to synthesize it. The reactants are: CC1(C)OC(=O)N(Cc2ccccc2[N+](=O)[O-])C1=O. (5) Given the product C=CCn1c2ccccc2c2ccccc21, predict the reactants needed to synthesize it. The reactants are: C=CCBr.c1ccc2c(c1)[nH]c1ccccc12.